Dataset: Forward reaction prediction with 1.9M reactions from USPTO patents (1976-2016). Task: Predict the product of the given reaction. (1) Given the reactants Br[C:2]1[CH:3]=[C:4]([C:8]([C:10]2[C:14]3[CH:15]=[N:16][CH:17]=[CH:18][C:13]=3[N:12]([CH:19]([CH3:29])[CH2:20][O:21][Si:22]([C:25]([CH3:28])([CH3:27])[CH3:26])([CH3:24])[CH3:23])[CH:11]=2)=[O:9])[CH:5]=[N:6][CH:7]=1.CC(C1C=C(C(C)C)C(C2C(P(C(C)(C)C)C(C)(C)C)=CC=CC=2)=C(C(C)C)C=1)C.CC([O-])(C)C.[Na+].[C:66](=[NH:79])([C:73]1[CH:78]=[CH:77][CH:76]=[CH:75][CH:74]=1)[C:67]1[CH:72]=[CH:71][CH:70]=[CH:69][CH:68]=1, predict the reaction product. The product is: [Si:22]([O:21][CH2:20][C@@H:19]([N:12]1[C:13]2[CH:18]=[CH:17][N:16]=[CH:15][C:14]=2[C:10]([C:8]([C:4]2[CH:5]=[N:6][CH:7]=[C:2]([N:79]=[C:66]([C:67]3[CH:72]=[CH:71][CH:70]=[CH:69][CH:68]=3)[C:73]3[CH:78]=[CH:77][CH:76]=[CH:75][CH:74]=3)[CH:3]=2)=[O:9])=[CH:11]1)[CH3:29])([C:25]([CH3:28])([CH3:27])[CH3:26])([CH3:24])[CH3:23]. (2) Given the reactants [Cl:1][C:2]1[CH:7]=[CH:6][C:5]([C:8]2[CH:17]=[C:16]([C@H:18](OC(N3CCCCC3)=O)[OH:19])[C:15]3[C:10](=[CH:11][CH:12]=[CH:13][CH:14]=3)[N:9]=2)=[CH:4][CH:3]=1.Cl.CCO[CH2:33][CH3:34], predict the reaction product. The product is: [Cl:1][C:2]1[CH:7]=[CH:6][C:5]([C:8]2[CH:17]=[C:16]([C@@H:18]([C@H:34]3[CH2:33][CH2:4][CH2:5][CH2:8][NH:9]3)[OH:19])[C:15]3[C:10](=[CH:11][CH:12]=[CH:13][CH:14]=3)[N:9]=2)=[CH:4][CH:3]=1. (3) Given the reactants [N:1]1[CH:6]=[CH:5][C:4]([C:7]([OH:9])=O)=[N:3][CH:2]=1.F[P-](F)(F)(F)(F)F.ClC(=[N+]1CCCC1)N1CCCC1.C(N(C(C)C)CC)(C)C.[CH2:38]([S:45]([N:48]1[CH:52]=[CH:51][C:50]([NH2:53])=[CH:49]1)(=[O:47])=[O:46])[C:39]1[CH:44]=[CH:43][CH:42]=[CH:41][CH:40]=1, predict the reaction product. The product is: [CH2:38]([S:45]([N:48]1[CH:52]=[CH:51][C:50]([NH:53][C:7]([C:4]2[CH:5]=[CH:6][N:1]=[CH:2][N:3]=2)=[O:9])=[CH:49]1)(=[O:47])=[O:46])[C:39]1[CH:44]=[CH:43][CH:42]=[CH:41][CH:40]=1. (4) Given the reactants Cl[C:2]1[N:7]=[CH:6][C:5]2[CH:8]=[N:9][N:10]([S:11]([C:14]3[CH:15]=[CH:16][CH:17]=[C:18]4[C:23]=3[N:22]=[CH:21][CH:20]=[CH:19]4)(=[O:13])=[O:12])[C:4]=2[CH:3]=1.[NH2:24][C:25]1[CH:30]=[CH:29][C:28]([N:31]2[CH2:36][CH2:35][N:34]([C:37]([O:39][C:40]([CH3:43])([CH3:42])[CH3:41])=[O:38])[CH2:33][CH2:32]2)=[CH:27][C:26]=1[O:44][CH3:45].C([O-])([O-])=O.[K+].[K+].CC(C1C=C(C(C)C)C(C2C=CC=CC=2P(C2CCCCC2)C2CCCCC2)=C(C(C)C)C=1)C, predict the reaction product. The product is: [CH3:45][O:44][C:26]1[CH:27]=[C:28]([N:31]2[CH2:32][CH2:33][N:34]([C:37]([O:39][C:40]([CH3:43])([CH3:42])[CH3:41])=[O:38])[CH2:35][CH2:36]2)[CH:29]=[CH:30][C:25]=1[NH:24][C:2]1[N:7]=[CH:6][C:5]2[CH:8]=[N:9][N:10]([S:11]([C:14]3[CH:15]=[CH:16][CH:17]=[C:18]4[C:23]=3[N:22]=[CH:21][CH:20]=[CH:19]4)(=[O:13])=[O:12])[C:4]=2[CH:3]=1. (5) Given the reactants [CH3:1][O:2][C:3]1[CH:8]=[CH:7][C:6]([N:9]2[C:13]3([CH2:18][CH2:17][NH:16][CH2:15][CH2:14]3)[C:12](=[O:19])[NH:11][CH2:10]2)=[CH:5][CH:4]=1.C(N(C(C)C)CCN)(C)C.[C:30](O[C:30]([O:32][C:33]([CH3:36])([CH3:35])[CH3:34])=[O:31])([O:32][C:33]([CH3:36])([CH3:35])[CH3:34])=[O:31], predict the reaction product. The product is: [CH3:1][O:2][C:3]1[CH:8]=[CH:7][C:6]([N:9]2[C:13]3([CH2:18][CH2:17][N:16]([C:30]([O:32][C:33]([CH3:36])([CH3:35])[CH3:34])=[O:31])[CH2:15][CH2:14]3)[C:12](=[O:19])[NH:11][CH2:10]2)=[CH:5][CH:4]=1.